Dataset: TCR-epitope binding with 47,182 pairs between 192 epitopes and 23,139 TCRs. Task: Binary Classification. Given a T-cell receptor sequence (or CDR3 region) and an epitope sequence, predict whether binding occurs between them. (1) The epitope is VLAWLYAAV. The TCR CDR3 sequence is CASSQGTRWGEQFF. Result: 1 (the TCR binds to the epitope). (2) The epitope is NLSALGIFST. The TCR CDR3 sequence is CASSSPGHEQFF. Result: 1 (the TCR binds to the epitope).